This data is from Full USPTO retrosynthesis dataset with 1.9M reactions from patents (1976-2016). The task is: Predict the reactants needed to synthesize the given product. Given the product [CH:43]1([C:46]2[CH:51]=[CH:50][C:49]([O:52][CH2:53][CH3:54])=[CH:48][C:47]=2[CH2:55][NH:56][C:14]([NH:13][C:10]2[N:9]([C:23]3[CH:24]=[CH:25][CH:26]=[CH:27][CH:28]=3)[N:8]=[C:7]([C:5]3[CH:4]=[N:3][N:2]([CH3:1])[CH:6]=3)[C:11]=2[CH3:12])=[O:22])[CH2:44][CH2:45]1, predict the reactants needed to synthesize it. The reactants are: [CH3:1][N:2]1[CH:6]=[C:5]([C:7]2[C:11]([CH3:12])=[C:10]([NH:13][C:14](=[O:22])OC3C=CC=CC=3)[N:9]([C:23]3[CH:28]=[CH:27][CH:26]=[CH:25][CH:24]=3)[N:8]=2)[CH:4]=[N:3]1.C1(C2C=CC(COC)=CC=2CN)CC1.[CH:43]1([C:46]2[CH:51]=[CH:50][C:49]([O:52][CH2:53][CH3:54])=[CH:48][C:47]=2[CH2:55][NH2:56])[CH2:45][CH2:44]1.